Dataset: NCI-60 drug combinations with 297,098 pairs across 59 cell lines. Task: Regression. Given two drug SMILES strings and cell line genomic features, predict the synergy score measuring deviation from expected non-interaction effect. (1) Drug 1: C1=CC=C(C=C1)NC(=O)CCCCCCC(=O)NO. Drug 2: C1C(C(OC1N2C=NC(=NC2=O)N)CO)O. Cell line: A549. Synergy scores: CSS=17.7, Synergy_ZIP=-0.730, Synergy_Bliss=6.67, Synergy_Loewe=3.73, Synergy_HSA=3.78. (2) Drug 1: C1CCN(CC1)CCOC2=CC=C(C=C2)C(=O)C3=C(SC4=C3C=CC(=C4)O)C5=CC=C(C=C5)O. Drug 2: CC(C)CN1C=NC2=C1C3=CC=CC=C3N=C2N. Cell line: SNB-19. Synergy scores: CSS=-2.85, Synergy_ZIP=1.22, Synergy_Bliss=-0.671, Synergy_Loewe=-3.45, Synergy_HSA=-3.16. (3) Drug 1: CCC1(CC2CC(C3=C(CCN(C2)C1)C4=CC=CC=C4N3)(C5=C(C=C6C(=C5)C78CCN9C7C(C=CC9)(C(C(C8N6C)(C(=O)OC)O)OC(=O)C)CC)OC)C(=O)OC)O.OS(=O)(=O)O. Drug 2: CC(C)(C#N)C1=CC(=CC(=C1)CN2C=NC=N2)C(C)(C)C#N. Cell line: HOP-62. Synergy scores: CSS=-9.88, Synergy_ZIP=15.5, Synergy_Bliss=19.1, Synergy_Loewe=-0.748, Synergy_HSA=-1.03. (4) Drug 1: C1C(C(OC1N2C=NC3=C(N=C(N=C32)Cl)N)CO)O. Drug 2: B(C(CC(C)C)NC(=O)C(CC1=CC=CC=C1)NC(=O)C2=NC=CN=C2)(O)O. Cell line: NCIH23. Synergy scores: CSS=49.4, Synergy_ZIP=0.724, Synergy_Bliss=1.42, Synergy_Loewe=-7.66, Synergy_HSA=1.58.